This data is from NCI-60 drug combinations with 297,098 pairs across 59 cell lines. The task is: Regression. Given two drug SMILES strings and cell line genomic features, predict the synergy score measuring deviation from expected non-interaction effect. (1) Drug 1: COC1=NC(=NC2=C1N=CN2C3C(C(C(O3)CO)O)O)N. Drug 2: C(CN)CNCCSP(=O)(O)O. Cell line: MCF7. Synergy scores: CSS=-11.9, Synergy_ZIP=7.33, Synergy_Bliss=3.03, Synergy_Loewe=-10.9, Synergy_HSA=-10.3. (2) Drug 1: C1=CN(C(=O)N=C1N)C2C(C(C(O2)CO)O)O.Cl. Drug 2: CC12CCC3C(C1CCC2OP(=O)(O)O)CCC4=C3C=CC(=C4)OC(=O)N(CCCl)CCCl.[Na+]. Cell line: MALME-3M. Synergy scores: CSS=31.0, Synergy_ZIP=-3.59, Synergy_Bliss=0.358, Synergy_Loewe=-19.4, Synergy_HSA=0.767.